From a dataset of Forward reaction prediction with 1.9M reactions from USPTO patents (1976-2016). Predict the product of the given reaction. (1) Given the reactants [Cl:1][C:2]1[CH:7]=[C:6]([Cl:8])[CH:5]=[C:4]([Cl:9])[C:3]=1[N:10]=[C:11]=[O:12].[NH2:13][C:14]1[CH:19]=[C:18]([Cl:20])[CH:17]=[CH:16][C:15]=1[C:21]([NH:23][C@@H:24]([CH:29]1[CH2:34][CH2:33][CH2:32][CH2:31][CH2:30]1)[C:25]([O:27][CH3:28])=[O:26])=[O:22], predict the reaction product. The product is: [Cl:20][C:18]1[CH:17]=[CH:16][C:15]([C:21]([NH:23][C@@H:24]([CH:29]2[CH2:34][CH2:33][CH2:32][CH2:31][CH2:30]2)[C:25]([O:27][CH3:28])=[O:26])=[O:22])=[C:14]([NH:13][C:11]([NH:10][C:3]2[C:2]([Cl:1])=[CH:7][C:6]([Cl:8])=[CH:5][C:4]=2[Cl:9])=[O:12])[CH:19]=1. (2) The product is: [C:1]([CH2:3][C:4]1([N:15]2[CH:19]=[C:18]([C:20]3[C:21]4[CH:28]=[CH:27][N:26]([CH2:29][O:30][CH2:31][CH2:32][Si:33]([CH3:36])([CH3:35])[CH3:34])[C:22]=4[N:23]=[CH:24][N:25]=3)[CH:17]=[N:16]2)[CH2:7][N:6]([C:8]([O:10][C:11]([CH3:14])([CH3:13])[CH3:12])=[O:9])[CH2:5]1)#[N:2]. Given the reactants [C:1]([CH:3]=[C:4]1[CH2:7][N:6]([C:8]([O:10][C:11]([CH3:14])([CH3:13])[CH3:12])=[O:9])[CH2:5]1)#[N:2].[NH:15]1[CH:19]=[C:18]([C:20]2[C:21]3[CH:28]=[CH:27][N:26]([CH2:29][O:30][CH2:31][CH2:32][Si:33]([CH3:36])([CH3:35])[CH3:34])[C:22]=3[N:23]=[CH:24][N:25]=2)[CH:17]=[N:16]1.C1CCN2C(=NCCC2)CC1, predict the reaction product. (3) The product is: [C:7]([N:6]1[C:2]([C:32]2[CH:33]=[CH:34][C:29]([C:27]#[N:28])=[CH:30][CH:31]=2)=[C:3]([C:11]2[S:12][CH:13]=[C:14]([CH2:16][C:17]([NH:19][CH2:20][CH:21]3[CH2:26][CH2:25][O:24][CH2:23][CH2:22]3)=[O:18])[N:15]=2)[CH:4]=[N:5]1)([CH3:10])([CH3:9])[CH3:8]. Given the reactants Br[C:2]1[N:6]([C:7]([CH3:10])([CH3:9])[CH3:8])[N:5]=[CH:4][C:3]=1[C:11]1[S:12][CH:13]=[C:14]([CH2:16][C:17]([NH:19][CH2:20][CH:21]2[CH2:26][CH2:25][O:24][CH2:23][CH2:22]2)=[O:18])[N:15]=1.[C:27]([C:29]1[CH:34]=[CH:33][C:32](B(O)O)=[CH:31][CH:30]=1)#[N:28].P([O-])([O-])([O-])=O.[K+].[K+].[K+].COC1C=CC=C(OC)C=1C1C=CC=CC=1P(C1CCCCC1)C1CCCCC1, predict the reaction product. (4) Given the reactants [F:1][C:2]1[CH:3]=[CH:4][C:5]([CH3:40])=[C:6]([CH:39]=1)[O:7][C:8]1[C:17]2[C:16](=[O:18])[N:15]([CH2:19][C:20]3[CH:25]=[CH:24][C:23]([O:26][CH3:27])=[CH:22][CH:21]=3)C(=O)[N:13]([C:29]3[CH:34]=[CH:33][C:32]([I:35])=[CH:31][C:30]=3[F:36])[C:12]=2[N:11]([CH3:37])[C:10](=[O:38])[CH:9]=1.[OH-].[Li+].C(OCC)(=O)C, predict the reaction product. The product is: [F:1][C:2]1[CH:3]=[CH:4][C:5]([CH3:40])=[C:6]([CH:39]=1)[O:7][C:8]1[C:17]([C:16]([NH:15][CH2:19][C:20]2[CH:21]=[CH:22][C:23]([O:26][CH3:27])=[CH:24][CH:25]=2)=[O:18])=[C:12]([NH:13][C:29]2[CH:34]=[CH:33][C:32]([I:35])=[CH:31][C:30]=2[F:36])[N:11]([CH3:37])[C:10](=[O:38])[CH:9]=1. (5) Given the reactants [CH2:1]([O:3][P:4]([CH2:9][C:10]1[CH:15]=[CH:14][C:13]([NH:16][C:17]2[N:22]=[C:21](Cl)[C:20]([C:24]([F:27])([F:26])[F:25])=[CH:19][N:18]=2)=[CH:12][CH:11]=1)(=[O:8])[O:5][CH2:6][CH3:7])[CH3:2].[NH2:28][C:29]1[CH:38]=[CH:37][CH:36]=[C:35]2[C:30]=1[C:31](=[O:40])[C:32]([CH3:39])=[CH:33][NH:34]2, predict the reaction product. The product is: [CH2:1]([O:3][P:4]([CH2:9][C:10]1[CH:15]=[CH:14][C:13]([NH:16][C:17]2[N:22]=[C:21]([NH:28][C:29]3[CH:38]=[CH:37][CH:36]=[C:35]4[C:30]=3[C:31](=[O:40])[C:32]([CH3:39])=[CH:33][NH:34]4)[C:20]([C:24]([F:27])([F:26])[F:25])=[CH:19][N:18]=2)=[CH:12][CH:11]=1)(=[O:8])[O:5][CH2:6][CH3:7])[CH3:2]. (6) Given the reactants C([C@@H]1COC(=O)N1[C:14]([C@@H:16]([CH2:34][CH:35]([CH3:37])[CH3:36])[CH2:17][N:18]([O:26][CH2:27][C:28]1[CH:33]=[CH:32][CH:31]=[CH:30][CH:29]=1)[C:19](=[O:25])[O:20][C:21]([CH3:24])([CH3:23])[CH3:22])=[O:15])C1C=CC=CC=1.[Li+].[OH-].OO.[O-:42]S([O-])=O.[Na+].[Na+], predict the reaction product. The product is: [CH2:27]([O:26][N:18]([CH2:17][C@H:16]([CH2:34][CH:35]([CH3:37])[CH3:36])[C:14]([OH:15])=[O:42])[C:19]([O:20][C:21]([CH3:24])([CH3:23])[CH3:22])=[O:25])[C:28]1[CH:33]=[CH:32][CH:31]=[CH:30][CH:29]=1.